The task is: Predict the product of the given reaction.. This data is from Forward reaction prediction with 1.9M reactions from USPTO patents (1976-2016). Given the reactants I[CH2:2][C@H:3]([CH3:16])[CH2:4][N:5]1[C:10]2[CH:11]=[CH:12][CH:13]=[CH:14][C:9]=2[O:8][CH2:7][C:6]1=[O:15].[CH2:17]([CH:21]1[CH2:26][CH2:25][NH:24][CH2:23][CH2:22]1)[CH2:18][CH2:19][CH3:20], predict the reaction product. The product is: [CH2:17]([CH:21]1[CH2:26][CH2:25][N:24]([CH2:2][C@H:3]([CH3:16])[CH2:4][N:5]2[C:10]3[CH:11]=[CH:12][CH:13]=[CH:14][C:9]=3[O:8][CH2:7][C:6]2=[O:15])[CH2:23][CH2:22]1)[CH2:18][CH2:19][CH3:20].